This data is from HIV replication inhibition screening data with 41,000+ compounds from the AIDS Antiviral Screen. The task is: Binary Classification. Given a drug SMILES string, predict its activity (active/inactive) in a high-throughput screening assay against a specified biological target. (1) The compound is CCN1C(=O)C(=CNc2ccccc2)SC1=NNc1nc(-c2ccccc2)cs1. The result is 0 (inactive). (2) The compound is Clc1ccc(C2=NON(c3ncccn3)C3N=CC=CN23)cc1. The result is 0 (inactive). (3) The drug is O=C(NNc1cnnc(O)c1Cl)C(=Cc1ccc2c(c1)OCO2)NC(=O)c1ccccc1. The result is 0 (inactive). (4) The drug is COC1C=COC2(C)Oc3c(C)c(O)c4c(O)c(c(C=Nn5cnc6c(ncn6C6OC(CO)C(O)C6O)c5=O)c(O)c4c3C2=O)NC(=O)C(C)=CC=CC(C)C(O)C(C)C(O)C(C)C(OC(C)=O)C1C. The result is 0 (inactive). (5) The drug is Cc1cccc(C)c1NC(=O)CCc1nnc2sc(=Cc3ccc(N(C)C)cc3)c(=O)n12. The result is 0 (inactive). (6) The compound is COc1ccccc1N=Nc1c(-c2ccccc2)nn(C(=O)CC(=O)Nc2ccccc2Cl)c1-c1ccccc1. The result is 0 (inactive). (7) The molecule is CCN(CC)c1c(C(C)(C)C)c(=O)n2ccsc2c1OC(C)=O. The result is 0 (inactive).